From a dataset of Peptide-MHC class I binding affinity with 185,985 pairs from IEDB/IMGT. Regression. Given a peptide amino acid sequence and an MHC pseudo amino acid sequence, predict their binding affinity value. This is MHC class I binding data. (1) The peptide sequence is FVKDWMERI. The MHC is HLA-A24:03 with pseudo-sequence HLA-A24:03. The binding affinity (normalized) is 0.0847. (2) The peptide sequence is QISRVNDLNR. The MHC is HLA-A33:01 with pseudo-sequence HLA-A33:01. The binding affinity (normalized) is 0.370. (3) The peptide sequence is TTRAWFDKK. The MHC is HLA-A31:01 with pseudo-sequence HLA-A31:01. The binding affinity (normalized) is 0.594. (4) The peptide sequence is GTSNRTPTV. The MHC is HLA-A68:02 with pseudo-sequence HLA-A68:02. The binding affinity (normalized) is 0.213. (5) The binding affinity (normalized) is 0.0847. The MHC is HLA-A01:01 with pseudo-sequence HLA-A01:01. The peptide sequence is RVRIERGPR. (6) The peptide sequence is AVSKNRRQL. The MHC is HLA-B39:01 with pseudo-sequence HLA-B39:01. The binding affinity (normalized) is 0.0847.